This data is from Forward reaction prediction with 1.9M reactions from USPTO patents (1976-2016). The task is: Predict the product of the given reaction. (1) Given the reactants [CH3:1][S@:2]([C:5]1[CH:10]=[CH:9][CH:8]=[CH:7][CH:6]=1)(=[NH:4])=[O:3].[CH3:11][Si:12](N(CC)CC)([CH3:14])[CH3:13], predict the reaction product. The product is: [CH3:11][Si:12]([CH3:14])([CH3:13])[N:4]=[S@@:2]([CH3:1])(=[O:3])[C:5]1[CH:10]=[CH:9][CH:8]=[CH:7][CH:6]=1. (2) Given the reactants [F:1][C:2]([F:6])([F:5])[CH2:3][OH:4].C([O-])([O-])=O.[K+].[K+].Br[C:14]1=[C:15]([C:34]([O:36][CH2:37][CH3:38])=[O:35])[NH:16][CH:17]([C:26]2[CH:31]=[CH:30][C:29]([Cl:32])=[CH:28][C:27]=2[F:33])[CH2:18]/[C:19]/1=[N:20]\OS(C)(=O)=O, predict the reaction product. The product is: [NH2:20][C:19]1[CH:18]=[C:17]([C:26]2[CH:31]=[CH:30][C:29]([Cl:32])=[CH:28][C:27]=2[F:33])[N:16]=[C:15]([C:34]([O:36][CH2:37][CH3:38])=[O:35])[C:14]=1[O:4][CH2:3][C:2]([F:6])([F:5])[F:1]. (3) The product is: [CH3:26][O:27][C:28]1[CH:29]=[C:30]2[C:35](=[CH:36][CH:37]=1)[CH:34]=[C:33]([C:38]1[CH:43]=[CH:42][N:41]=[CH:40][C:39]=1[NH2:44])[CH:32]=[CH:31]2. Given the reactants COC1C=C2C(=CC=1)C=C(B(O)O)C=C2.BrC1C=CN=CC=1[N+]([O-])=O.[CH3:26][O:27][C:28]1[CH:29]=[C:30]2[C:35](=[CH:36][CH:37]=1)[CH:34]=[C:33]([C:38]1[CH:43]=[CH:42][N:41]=[CH:40][C:39]=1[N+:44]([O-])=O)[CH:32]=[CH:31]2, predict the reaction product. (4) The product is: [C:11]([O:15][C:16]([N:18]1[CH2:19][CH:20]=[C:21]([C:3]2[CH:4]=[CH:5][CH:6]=[CH:7][C:2]=2[OH:1])[CH2:22][CH2:23]1)=[O:17])([CH3:14])([CH3:12])[CH3:13]. Given the reactants [OH:1][C:2]1[CH:7]=[CH:6][CH:5]=[CH:4][C:3]=1B(O)O.[C:11]([O:15][C:16]([N:18]1[CH2:23][CH:22]=[C:21](OS(C(F)(F)F)(=O)=O)[CH2:20][CH2:19]1)=[O:17])([CH3:14])([CH3:13])[CH3:12], predict the reaction product. (5) Given the reactants [C:1]([O:5][C:6]([N:8]1[CH2:13][CH2:12][N:11]([C:14]([C:16]2[S:24][C:23]3[C:18](=[N:19][CH:20]=[CH:21][C:22]=3Cl)[CH:17]=2)=[O:15])[CH2:10][CH2:9]1)=[O:7])([CH3:4])([CH3:3])[CH3:2].[CH3:26][C:27]1[NH:28][C:29]2[C:34]([CH:35]=1)=[CH:33][C:32]([NH2:36])=[CH:31][CH:30]=2, predict the reaction product. The product is: [C:1]([O:5][C:6]([N:8]1[CH2:13][CH2:12][N:11]([C:14]([C:16]2[S:24][C:23]3[C:18](=[N:19][CH:20]=[CH:21][C:22]=3[NH:36][C:32]3[CH:33]=[C:34]4[C:29](=[CH:30][CH:31]=3)[NH:28][C:27]([CH3:26])=[CH:35]4)[CH:17]=2)=[O:15])[CH2:10][CH2:9]1)=[O:7])([CH3:4])([CH3:3])[CH3:2]. (6) Given the reactants [S:1]1[CH:5]=[C:4]([C:6]2[NH:7][C:8]3[CH:14]=[C:13]([NH2:15])[CH:12]=[CH:11][C:9]=3[N:10]=2)[N:3]=[CH:2]1.[C:16]([N:23]1[CH:27]=[CH:26]N=C1)(N1C=CN=C1)=[O:17].[F:28][C:29]1[CH:30]=[C:31]([CH:35]=[CH:36][CH:37]=1)CCN, predict the reaction product. The product is: [F:28][C:29]1[CH:37]=[C:36]([CH2:26][CH2:27][NH:23][C:16]([NH:15][C:13]2[CH:12]=[CH:11][C:9]3[N:10]=[C:6]([C:4]4[N:3]=[CH:2][S:1][CH:5]=4)[NH:7][C:8]=3[CH:14]=2)=[O:17])[CH:35]=[CH:31][CH:30]=1. (7) Given the reactants C1(P(C2CCCCC2)C2C=CC=CC=2C2C=CC=CC=2)CCCCC1.CN(C)C(=O)C.Br[C:33]1[C:34]([NH:40][C:41]2[C:42]([CH3:57])=[C:43]([CH:54]=[CH:55][CH:56]=2)[C:44]([NH:46][CH:47]2[CH2:52][CH2:51][N:50]([CH3:53])[CH2:49][CH2:48]2)=[O:45])=[N:35][CH:36]=[C:37]([CH3:39])[CH:38]=1.C1CCN2C(=NCCC2)CC1, predict the reaction product. The product is: [CH3:39][C:37]1[CH:36]=[N:35][C:34]2[NH:40][C:41]3[C:56]([C:33]=2[CH:38]=1)=[CH:55][CH:54]=[C:43]([C:44]([NH:46][CH:47]1[CH2:52][CH2:51][N:50]([CH3:53])[CH2:49][CH2:48]1)=[O:45])[C:42]=3[CH3:57].